This data is from Reaction yield outcomes from USPTO patents with 853,638 reactions. The task is: Predict the reaction yield, written as a fraction of the theoretical maximum amount of product (1.0 means a 100% yield; for example, 0.34 means a 34% yield). (1) The reactants are [CH:1]1([CH2:4][O:5][C:6]2[CH:7]=[C:8]([C:16]3[N:21]4[N:22]=[C:23]([C:25]5[CH:26]=[N:27][CH:28]=[CH:29][CH:30]=5)[N:24]=[C:20]4[N:19]=[CH:18][CH:17]=3)[CH:9]=[CH:10][C:11]=2[O:12][CH:13]([F:15])[F:14])[CH2:3][CH2:2]1.[S:31](=[O:35])(=[O:34])([OH:33])[OH:32]. The catalyst is C(Cl)Cl. The product is [S:31](=[O:33])(=[O:32])([OH:35])[O-:34].[CH:1]1([CH2:4][O:5][C:6]2[CH:7]=[C:8]([C:16]3[N:21]4[N:22]=[C:23]([C:25]5[CH:26]=[NH+:27][CH:28]=[CH:29][CH:30]=5)[N:24]=[C:20]4[N:19]=[CH:18][CH:17]=3)[CH:9]=[CH:10][C:11]=2[O:12][CH:13]([F:15])[F:14])[CH2:3][CH2:2]1. The yield is 0.647. (2) The reactants are [Cl:1][C:2]1[CH:8]=[C:7]([O:9][C:10]2[C:19]3[C:14](=[CH:15][C:16]([O:22][CH3:23])=[C:17]([O:20][CH3:21])[CH:18]=3)[N:13]=[CH:12][N:11]=2)[CH:6]=[CH:5][C:3]=1[NH2:4].ClC(Cl)(O[C:28](=[O:34])OC(Cl)(Cl)Cl)Cl.[CH3:36][NH:37][CH2:38][CH2:39][CH3:40].CO. The catalyst is C(Cl)(Cl)Cl.C(N(CC)CC)C. The product is [Cl:1][C:2]1[CH:8]=[C:7]([O:9][C:10]2[C:19]3[C:14](=[CH:15][C:16]([O:22][CH3:23])=[C:17]([O:20][CH3:21])[CH:18]=3)[N:13]=[CH:12][N:11]=2)[CH:6]=[CH:5][C:3]=1[NH:4][C:28](=[O:34])[N:37]([CH3:36])[CH2:38][CH2:39][CH3:40]. The yield is 0.580. (3) The reactants are [F:1][C:2]1[CH:7]=[CH:6][C:5]([CH:8]2[N:12]([S:13]([C:16]3[CH:21]=[CH:20][C:19]([CH3:22])=[CH:18][CH:17]=3)(=[O:15])=[O:14])[CH:11]([CH2:23][CH2:24][CH2:25][C:26]([NH2:28])=[NH:27])[CH2:10][CH2:9]2)=[CH:4][CH:3]=1.C(O[CH:32](OCC)[CH2:33][CH:34](OCC)OCC)C. The catalyst is CN(C=O)C. The product is [F:1][C:2]1[CH:7]=[CH:6][C:5]([CH:8]2[N:12]([S:13]([C:16]3[CH:21]=[CH:20][C:19]([CH3:22])=[CH:18][CH:17]=3)(=[O:14])=[O:15])[CH:11]([CH2:23][CH2:24][CH2:25][C:26]3[N:28]=[CH:34][CH:33]=[CH:32][N:27]=3)[CH2:10][CH2:9]2)=[CH:4][CH:3]=1. The yield is 0.200. (4) The reactants are [NH2:1][C:2]1[NH:6][N:5]=[CH:4][C:3]=1[C:7]#[N:8].[CH2:9]([C:11]1[CH:18]=[CH:17][C:14]([CH:15]=O)=[CH:13][CH:12]=1)[CH3:10].[CH:19]1([N+:24]#[C-:25])[CH2:23][CH2:22][CH2:21][CH2:20]1.Cl(O)(=O)(=O)=O. The catalyst is CO. The product is [CH:19]1([NH:24][C:25]2[N:6]3[N:5]=[CH:4][C:3]([C:7]#[N:8])=[C:2]3[NH:1][C:15]=2[C:14]2[CH:17]=[CH:18][C:11]([CH2:9][CH3:10])=[CH:12][CH:13]=2)[CH2:23][CH2:22][CH2:21][CH2:20]1. The yield is 0.185.